From a dataset of Catalyst prediction with 721,799 reactions and 888 catalyst types from USPTO. Predict which catalyst facilitates the given reaction. (1) Reactant: [CH2:1]([C:15]1[CH:19]=[CH:18][S:17][CH:16]=1)[CH2:2][CH2:3][CH2:4][CH2:5][CH2:6][CH2:7][CH2:8][CH2:9][CH2:10][CH2:11][CH2:12][CH2:13][CH3:14].C1C(=O)N([Br:27])C(=O)C1. Product: [Br:27][C:16]1[S:17][CH:18]=[CH:19][C:15]=1[CH2:1][CH2:2][CH2:3][CH2:4][CH2:5][CH2:6][CH2:7][CH2:8][CH2:9][CH2:10][CH2:11][CH2:12][CH2:13][CH3:14]. The catalyst class is: 845. (2) Reactant: [F:1][C:2]1[CH:19]=[CH:18][C:5]([CH2:6][C:7]2[NH:11][N:10]=[C:9]([C:12]3[CH:17]=[CH:16][N:15]=[CH:14][CH:13]=3)[CH:8]=2)=[CH:4][CH:3]=1.[H-].[Na+].[CH3:22][O:23][CH2:24][CH2:25]Br. Product: [F:1][C:2]1[CH:19]=[CH:18][C:5]([CH2:6][C:7]2[N:11]([CH2:25][CH2:24][O:23][CH3:22])[N:10]=[C:9]([C:12]3[CH:17]=[CH:16][N:15]=[CH:14][CH:13]=3)[CH:8]=2)=[CH:4][CH:3]=1. The catalyst class is: 3. (3) Reactant: [CH3:1]C(OC(/N=N/C(OC(C)C)=O)=O)C.C1C=CC(P(C2C=CC=CC=2)C2C=CC=CC=2)=CC=1.CO.[Cl:36][C:37]1[C:60]([Cl:61])=[CH:59][CH:58]=[CH:57][C:38]=1[CH2:39][C:40]1[C:41]([OH:56])=[N:42][NH:43][C:44]=1[N:45]1[C:53](=[O:54])[C:52]2[C:47](=[CH:48][CH:49]=[CH:50][CH:51]=2)[C:46]1=[O:55]. Product: [Cl:36][C:37]1[C:60]([Cl:61])=[CH:59][CH:58]=[CH:57][C:38]=1[CH2:39][C:40]1[C:41]([O:56][CH3:1])=[N:42][NH:43][C:44]=1[N:45]1[C:46](=[O:55])[C:47]2[C:52](=[CH:51][CH:50]=[CH:49][CH:48]=2)[C:53]1=[O:54]. The catalyst class is: 76. (4) Reactant: I[C:2]1[CH:10]=[C:9]2[C:5]([C:6]([CH3:18])=[N:7][N:8]2[C:11]2[CH:16]=[CH:15][N:14]=[C:13]([NH2:17])[N:12]=2)=[CH:4][CH:3]=1.[OH:19][C:20]([CH3:32])([C:26]#[C:27][Si](C)(C)C)[C:21]([O:23][CH2:24][CH3:25])=[O:22].CCCC[N+](CCCC)(CCCC)CCCC.[F-].C(=O)(O)[O-].[Na+]. Product: [NH2:17][C:13]1[N:12]=[C:11]([N:8]2[C:9]3[C:5](=[CH:4][CH:3]=[C:2]([C:27]#[C:26][C:20]([OH:19])([CH3:32])[C:21]([O:23][CH2:24][CH3:25])=[O:22])[CH:10]=3)[C:6]([CH3:18])=[N:7]2)[CH:16]=[CH:15][N:14]=1. The catalyst class is: 516. (5) Reactant: [NH2:1][C:2]1[CH:3]=[CH:4][C:5]2[O:9][C:8]([C:10]([NH:12][C:13]3[CH:18]=[CH:17][C:16]([C:19]4[CH:24]=[CH:23][C:22]([S:25]([NH:28][C@H:29]([C:33]([OH:35])=[O:34])[CH:30]([CH3:32])[CH3:31])(=[O:27])=[O:26])=[CH:21][CH:20]=4)=[CH:15][CH:14]=3)=[O:11])=[CH:7][C:6]=2[CH:36]=1.C(N(CC)C(C)C)(C)C.[C:46](Cl)(=[O:48])[CH3:47]. Product: [C:46]([NH:1][C:2]1[CH:3]=[CH:4][C:5]2[O:9][C:8]([C:10]([NH:12][C:13]3[CH:18]=[CH:17][C:16]([C:19]4[CH:20]=[CH:21][C:22]([S:25]([NH:28][C@H:29]([C:33]([OH:35])=[O:34])[CH:30]([CH3:32])[CH3:31])(=[O:26])=[O:27])=[CH:23][CH:24]=4)=[CH:15][CH:14]=3)=[O:11])=[CH:7][C:6]=2[CH:36]=1)(=[O:48])[CH3:47]. The catalyst class is: 2. (6) Reactant: [F:1][C:2]1[CH:7]=[CH:6][C:5]([N:8]2[C:16]3[C:11](=[CH:12][C:13]([CH:17]=[O:18])=[CH:14][CH:15]=3)[CH:10]=[N:9]2)=[CH:4][CH:3]=1.[CH2:19]([Mg]Br)[CH:20]([CH3:22])[CH3:21]. Product: [F:1][C:2]1[CH:3]=[CH:4][C:5]([N:8]2[C:16]3[C:11](=[CH:12][C:13]([CH:17]([OH:18])[CH2:19][CH:20]([CH3:22])[CH3:21])=[CH:14][CH:15]=3)[CH:10]=[N:9]2)=[CH:6][CH:7]=1. The catalyst class is: 116. (7) Reactant: [Br:1][C:2]1[CH:3]=[C:4]2[C:9](=[CH:10][C:11]=1[O:12][CH3:13])[N:8]=[CH:7][NH:6][C:5]2=O.S(Cl)([Cl:17])=O. Product: [Br:1][C:2]1[CH:3]=[C:4]2[C:9](=[CH:10][C:11]=1[O:12][CH3:13])[N:8]=[CH:7][N:6]=[C:5]2[Cl:17]. The catalyst class is: 3. (8) Reactant: Cl[C:2]1[C:11]2[C:6](=[CH:7][C:8]([S:12]([NH:15][C:16]3[CH:21]=[CH:20][N:19]=[CH:18][N:17]=3)(=[O:14])=[O:13])=[CH:9][CH:10]=2)[N:5]=[CH:4][CH:3]=1.ClC1C=CC=CC=1B(O)O.C(=O)([O-])[O-].[K+].[K+].[F:38][C:39]1[CH:40]=[C:41](B(O)O)[CH:42]=[CH:43][CH:44]=1.[CH3:48][O:49][C:50]1[CH:51]=[CH:52][CH:53]=[C:54](OC)[C:55]=1C1C=CC=CC=1P(C1CCCCC1)C1CCCCC1.P([O-])([O-])([O-])=O.[K+].[K+].[K+]. Product: [F:38][C:39]1[CH:40]=[C:41]([C:53]2[CH:52]=[CH:51][C:50]([O:49][CH3:48])=[C:55]([C:2]3[C:11]4[C:6](=[CH:7][C:8]([S:12]([NH:15][C:16]5[CH:21]=[CH:20][N:19]=[CH:18][N:17]=5)(=[O:14])=[O:13])=[CH:9][CH:10]=4)[N:5]=[CH:4][CH:3]=3)[CH:54]=2)[CH:42]=[CH:43][CH:44]=1. The catalyst class is: 73. (9) Reactant: Cl[C:2]1[N:3]=[C:4]([NH:7][C:8]2[CH:9]=[C:10]([S:17]([NH2:20])(=[O:19])=[O:18])[CH:11]=[CH:12][C:13]=2[O:14][CH2:15][CH3:16])[S:5][CH:6]=1.[CH3:21][C:22]1[NH:26][C:25]2[CH:27]=[CH:28][CH:29]=[CH:30][C:24]=2[N:23]=1. Product: [CH2:15]([O:14][C:13]1[CH:12]=[CH:11][C:10]([S:17]([NH2:20])(=[O:19])=[O:18])=[CH:9][C:8]=1[NH:7][C:4]1[S:5][CH:6]=[C:2]([N:23]2[C:24]3[CH:30]=[CH:29][CH:28]=[CH:27][C:25]=3[N:26]=[C:22]2[CH3:21])[N:3]=1)[CH3:16]. The catalyst class is: 44. (10) Reactant: CS(O[CH2:6][CH2:7][N:8]1[C:16]2[N:15]=[C:14]([NH2:17])[N:13]3[N:18]=[C:19]([C:21]4[O:22][CH:23]=[CH:24][CH:25]=4)[N:20]=[C:12]3[C:11]=2[CH:10]=[CH:9]1)(=O)=O.[F:26][C:27]1[CH:32]=[C:31]([F:33])[CH:30]=[CH:29][C:28]=1[CH:34]1[CH2:39][CH2:38][NH:37][CH2:36][CH2:35]1.CCN(C(C)C)C(C)C. Product: [F:26][C:27]1[CH:32]=[C:31]([F:33])[CH:30]=[CH:29][C:28]=1[CH:34]1[CH2:35][CH2:36][N:37]([CH2:6][CH2:7][N:8]2[C:16]3[N:15]=[C:14]([NH2:17])[N:13]4[N:18]=[C:19]([C:21]5[O:22][CH:23]=[CH:24][CH:25]=5)[N:20]=[C:12]4[C:11]=3[CH:10]=[CH:9]2)[CH2:38][CH2:39]1. The catalyst class is: 3.